From a dataset of Forward reaction prediction with 1.9M reactions from USPTO patents (1976-2016). Predict the product of the given reaction. Given the reactants [CH2:1]1COC23OCCOC2([C@]2(CC[C@H]4[C@@H](C[C@H](C=O)C5[C@]4(C)CCCC5)[C@@H]2C3)C)O1.[CH2:30]1[CH2:43][O:42][C:37]23[O:38][CH2:39][CH2:40][O:41][C:32]2([C@:33]2([CH2:56][CH2:55][C@H:54]4[C@@H:44]([CH2:45][C:46](=[CH2:57])[CH:47]5[C@:52]4([CH3:53])[CH2:51][CH2:50][CH2:49][CH2:48]5)[C@@H:35]2[CH2:36]3)[CH3:34])[O:31]1, predict the reaction product. The product is: [CH2:40]1[CH2:39][O:38][C:37]23[O:42][CH2:43][CH2:30][O:31][C:32]2([C@:33]2([CH2:56][CH2:55][C@H:54]4[C@@H:44]([CH2:45][C@H:46]([CH:57]=[CH2:1])[CH:47]5[C@:52]4([CH3:53])[CH2:51][CH2:50][CH2:49][CH2:48]5)[C@@H:35]2[CH2:36]3)[CH3:34])[O:41]1.